The task is: Predict the reaction yield, written as a fraction of the theoretical maximum amount of product (1.0 means a 100% yield; for example, 0.34 means a 34% yield).. This data is from Reaction yield outcomes from USPTO patents with 853,638 reactions. (1) The yield is 0.760. The product is [NH2:2][C:1]1[N:8]([CH2:9][C:10]2[CH:15]=[CH:14][CH:13]=[CH:12][C:11]=2[N+:16]#[C-:17])[C:7](=[O:18])[N:6]([CH3:19])[C:4](=[O:5])[CH:3]=1. The catalyst is O. The reactants are [C:1]([CH2:3][C:4]([N:6]([CH3:19])[C:7](=[O:18])[NH:8][CH2:9][C:10]1[CH:15]=[CH:14][CH:13]=[CH:12][C:11]=1[N+:16]#[C-:17])=[O:5])#[N:2].[OH-].[Na+]. (2) The reactants are [NH:1]1[CH:5]=[C:4]([C:6]2[C:7]3[CH:14]=[CH:13][N:12]([CH2:15][O:16][CH2:17][CH2:18][Si:19]([CH3:22])([CH3:21])[CH3:20])[C:8]=3[N:9]=[CH:10][N:11]=2)[CH:3]=[N:2]1.[C:23]1(=[O:29])[CH2:28][CH2:27][CH2:26][CH:25]=[CH:24]1.C1CCN2C(=NCCC2)CC1. The catalyst is C(#N)C. The product is [CH3:20][Si:19]([CH3:22])([CH3:21])[CH2:18][CH2:17][O:16][CH2:15][N:12]1[C:8]2[N:9]=[CH:10][N:11]=[C:6]([C:4]3[CH:5]=[N:1][N:2]([CH:25]4[CH2:26][CH2:27][CH2:28][C:23](=[O:29])[CH2:24]4)[CH:3]=3)[C:7]=2[CH:14]=[CH:13]1. The yield is 0.980. (3) The reactants are Cl.[F:2][C:3]1[C:8]([NH:9][C:10]2[C:15]([C:16]3[N:24]=[CH:23][N:22]=[C:21]4[C:17]=3[N:18]=[CH:19][N:20]4C3CCCCO3)=[CH:14][CH:13]=[CH:12][N:11]=2)=[C:7]([F:31])[CH:6]=[CH:5][C:4]=1[NH:32][S:33]([C:36]1[CH:41]=[CH:40][CH:39]=[C:38]([C:42]([F:45])([F:44])[F:43])[CH:37]=1)(=[O:35])=[O:34]. No catalyst specified. The product is [N:24]1[C:16]([C:15]2[C:10]([NH:9][C:8]3[C:3]([F:2])=[C:4]([NH:32][S:33]([C:36]4[CH:41]=[CH:40][CH:39]=[C:38]([C:42]([F:45])([F:43])[F:44])[CH:37]=4)(=[O:35])=[O:34])[CH:5]=[CH:6][C:7]=3[F:31])=[N:11][CH:12]=[CH:13][CH:14]=2)=[C:17]2[C:21]([NH:20][CH:19]=[N:18]2)=[N:22][CH:23]=1. The yield is 0.950. (4) The reactants are [CH3:1][O:2][C:3]1[C:4](=[O:23])[C:5]([C:19]([O:21]C)=[O:20])=[N:6][N:7]([C:9]2[CH:10]=[CH:11][CH:12]=[C:13]3[C:18]=2[N:17]=[CH:16][CH:15]=[CH:14]3)[CH:8]=1.[OH-].[Na+].C1COCC1.Cl. The catalyst is CO. The product is [CH3:1][O:2][C:3]1[C:4](=[O:23])[C:5]([C:19]([OH:21])=[O:20])=[N:6][N:7]([C:9]2[CH:10]=[CH:11][CH:12]=[C:13]3[C:18]=2[N:17]=[CH:16][CH:15]=[CH:14]3)[CH:8]=1. The yield is 0.750. (5) The reactants are [N+:1]([C:4]1[CH:14]=[CH:13][C:7]2[O:8][CH2:9][C:10](=[O:12])[NH:11][C:6]=2[CH:5]=1)([O-])=O. The catalyst is CO.[Pd]. The product is [NH2:1][C:4]1[CH:14]=[CH:13][C:7]2[O:8][CH2:9][C:10](=[O:12])[NH:11][C:6]=2[CH:5]=1. The yield is 0.560. (6) The reactants are [CH2:1]([C:3]1[N:4]([C:28]2[CH:33]=[CH:32][C:31]([OH:34])=[CH:30][CH:29]=2)[C:5](=[O:27])[C:6]([CH2:12][C:13]2[CH:18]=[CH:17][C:16]([C:19]3[C:20]([C:25]#[N:26])=[CH:21][CH:22]=[CH:23][CH:24]=3)=[CH:15][CH:14]=2)=[C:7]([CH2:9][CH2:10][CH3:11])[N:8]=1)[CH3:2].[CH2:35]([O:37][CH2:38][CH:39](O)[CH2:40][O:41][CH2:42][CH3:43])[CH3:36].C1(P(C2C=CC=CC=2)C2C=CC=CC=2)C=CC=CC=1.[N:65]([C:66]([O:68]C(C)C)=[O:67])=[N:65][C:66]([O:68]C(C)C)=[O:67]. The catalyst is O1CCCC1.O.C(OCC)(=O)C. The product is [CH2:42]([O:41][CH2:40][CH:39]([CH2:38][O:37][CH2:35][CH3:36])[O:34][C:31]1[CH:32]=[CH:33][C:28]([N:4]2[C:5](=[O:27])[C:6]([CH2:12][C:13]3[CH:18]=[CH:17][C:16]([C:19]4[CH:24]=[CH:23][CH:22]=[CH:21][C:20]=4[C:25]4[NH:65][C:66](=[O:67])[O:68][N:26]=4)=[CH:15][CH:14]=3)=[C:7]([CH2:9][CH2:10][CH3:11])[N:8]=[C:3]2[CH2:1][CH3:2])=[CH:29][CH:30]=1)[CH3:43]. The yield is 0.600.